This data is from Peptide-MHC class I binding affinity with 185,985 pairs from IEDB/IMGT. The task is: Regression. Given a peptide amino acid sequence and an MHC pseudo amino acid sequence, predict their binding affinity value. This is MHC class I binding data. The peptide sequence is HLIQNPNPF. The MHC is HLA-B07:02 with pseudo-sequence HLA-B07:02. The binding affinity (normalized) is 0.189.